This data is from Peptide-MHC class II binding affinity with 134,281 pairs from IEDB. The task is: Regression. Given a peptide amino acid sequence and an MHC pseudo amino acid sequence, predict their binding affinity value. This is MHC class II binding data. The peptide sequence is TLTYRMLEPTRVVNW. The MHC is HLA-DQA10103-DQB10603 with pseudo-sequence HLA-DQA10103-DQB10603. The binding affinity (normalized) is 0.